Dataset: Orexin1 receptor HTS with 218,158 compounds and 233 confirmed actives. Task: Binary Classification. Given a drug SMILES string, predict its activity (active/inactive) in a high-throughput screening assay against a specified biological target. (1) The molecule is Clc1c(OCCCCn2ncnc2)c(Cl)cc(Cl)c1. The result is 0 (inactive). (2) The drug is O1c2c(OCC1)ccc(NC(=O)CC(c1ccccc1)C)c2. The result is 0 (inactive). (3) The molecule is S=C(Nc1c2c([nH]c1C(OC)=O)cc(OC)cc2)NCC=C. The result is 0 (inactive). (4) The drug is S(c1n(CC)c(=O)c2c(n1)cccc2)CC(=O)Nc1cc(ccc1)C. The result is 0 (inactive). (5) The compound is O=C(NC(=O)NC(C)(C)C)CN1CCN(CC1)C(c1ccccc1)c1ccccc1. The result is 0 (inactive). (6) The molecule is s1c(c(nc1Nc1ccc(OC)cc1)C)c1ccccc1. The result is 0 (inactive).